This data is from Full USPTO retrosynthesis dataset with 1.9M reactions from patents (1976-2016). The task is: Predict the reactants needed to synthesize the given product. Given the product [C:3]([CH2:4][O:5][C:6]1[CH:11]=[CH:10][C:9]([Cl:12])=[CH:8][C:7]=1[CH2:13][C:22]1[CH:23]=[CH:24][CH:25]=[CH:26][C:21]=1/[CH:20]=[CH:19]/[C:16]([OH:18])=[O:17])([OH:2])=[O:15], predict the reactants needed to synthesize it. The reactants are: C[O:2][C:3](=[O:15])[CH2:4][O:5][C:6]1[CH:11]=[CH:10][C:9]([Cl:12])=[CH:8][C:7]=1[CH2:13]Br.[C:16]([CH:19]=[CH:20][C:21]1[CH:26]=[CH:25][CH:24]=[CH:23][C:22]=1B(O)O)([OH:18])=[O:17].C([O-])([O-])=O.[Na+].[Na+].